Regression. Given two drug SMILES strings and cell line genomic features, predict the synergy score measuring deviation from expected non-interaction effect. From a dataset of NCI-60 drug combinations with 297,098 pairs across 59 cell lines. (1) Drug 1: CC1=C(C(CCC1)(C)C)C=CC(=CC=CC(=CC(=O)O)C)C. Drug 2: N.N.Cl[Pt+2]Cl. Cell line: EKVX. Synergy scores: CSS=5.87, Synergy_ZIP=0.511, Synergy_Bliss=8.10, Synergy_Loewe=-0.0407, Synergy_HSA=1.30. (2) Drug 1: C1=C(C(=O)NC(=O)N1)F. Drug 2: C1=CC(=CC=C1CC(C(=O)O)N)N(CCCl)CCCl.Cl. Cell line: HOP-92. Synergy scores: CSS=22.6, Synergy_ZIP=-4.91, Synergy_Bliss=-5.95, Synergy_Loewe=-1.22, Synergy_HSA=-0.547. (3) Drug 1: CCN(CC)CCNC(=O)C1=C(NC(=C1C)C=C2C3=C(C=CC(=C3)F)NC2=O)C. Drug 2: CC1C(C(CC(O1)OC2CC(CC3=C2C(=C4C(=C3O)C(=O)C5=C(C4=O)C(=CC=C5)OC)O)(C(=O)CO)O)N)O.Cl. Cell line: TK-10. Synergy scores: CSS=27.2, Synergy_ZIP=-0.0855, Synergy_Bliss=0.838, Synergy_Loewe=-6.31, Synergy_HSA=0.989.